This data is from Forward reaction prediction with 1.9M reactions from USPTO patents (1976-2016). The task is: Predict the product of the given reaction. (1) Given the reactants CN(C)C=O.CS([O:10][CH2:11][CH2:12][C:13]([CH3:17])=[C:14]([F:16])[F:15])(=O)=O.[CH3:18][C:19]1[N:20]=[C:21]([C:27]2[CH:32]=[CH:31][CH:30]=[CH:29][CH:28]=2)[S:22][C:23]=1[C:24](O)=[O:25].C(=O)([O-])O.[Na+], predict the reaction product. The product is: [CH3:18][C:19]1[N:20]=[C:21]([C:27]2[CH:32]=[CH:31][CH:30]=[CH:29][CH:28]=2)[S:22][C:23]=1[C:24]([O:10][CH2:11][CH2:12][C:13]([CH3:17])=[C:14]([F:15])[F:16])=[O:25]. (2) Given the reactants [F:1][C:2]1[C:3]([O:13][Si](C)(C)C)=[N:4][C:5]([O:8][Si](C)(C)C)=[N:6][CH:7]=1.Br[CH2:19][CH2:20][CH2:21][Cl:22].O.[OH-].[Na+], predict the reaction product. The product is: [Cl:22][CH2:21][CH2:20][CH2:19][N:6]1[CH:7]=[C:2]([F:1])[C:3](=[O:13])[NH:4][C:5]1=[O:8]. (3) The product is: [N:15]1([C:19]([C:21]2[CH:26]=[CH:25][C:24]([O:27][C:28]3[CH:29]=[C:30]([CH:40]=[C:41]([OH:43])[CH:42]=3)[C:31]([NH:33][C:34]3[CH:38]=[CH:37][N:36]([CH3:39])[N:35]=3)=[O:32])=[C:23]([Cl:51])[CH:22]=2)=[O:20])[CH2:16][CH2:17][CH2:18]1. Given the reactants C(N(CC)CC)C.C([SiH](CC)CC)C.[N:15]1([C:19]([C:21]2[CH:26]=[CH:25][C:24]([O:27][C:28]3[CH:29]=[C:30]([CH:40]=[C:41]([O:43]CC4C=CC=CC=4)[CH:42]=3)[C:31]([NH:33][C:34]3[CH:38]=[CH:37][N:36]([CH3:39])[N:35]=3)=[O:32])=[C:23]([Cl:51])[CH:22]=2)=[O:20])[CH2:18][CH2:17][CH2:16]1.CO, predict the reaction product. (4) Given the reactants [H-].[Na+].[OH:3][C:4]1[CH:14]=[CH:13][C:7]([C:8]([O:10][CH2:11][CH3:12])=[O:9])=[CH:6][C:5]=1[I:15].C1OCCOCCOCCOCCOC1.[C:31]1([CH2:37][CH:38]=[CH:39][CH2:40]Br)[CH:36]=[CH:35][CH:34]=[CH:33][CH:32]=1.Cl, predict the reaction product. The product is: [I:15][C:5]1[CH:6]=[C:7]([CH:13]=[CH:14][C:4]=1[O:3][CH2:40]/[CH:39]=[CH:38]/[CH2:37][C:31]1[CH:36]=[CH:35][CH:34]=[CH:33][CH:32]=1)[C:8]([O:10][CH2:11][CH3:12])=[O:9]. (5) Given the reactants Cl[C:2]1C=CC=C(C(OO)=O)C=1.[C:12]([O:16][C:17]([N:19]1[CH2:30][CH2:29][C:22]2[N:23]=[C:24](SC)[N:25]=[CH:26][C:21]=2[CH2:20]1)=[O:18])([CH3:15])([CH3:14])[CH3:13].[S:31]([O-:35])([O-])(=[O:33])=S.[Na+].[Na+].C(=O)(O)[O-].[Na+], predict the reaction product. The product is: [C:12]([O:16][C:17]([N:19]1[CH2:30][CH2:29][C:22]2[N:23]=[C:24]([S:31]([CH3:2])(=[O:35])=[O:33])[N:25]=[CH:26][C:21]=2[CH2:20]1)=[O:18])([CH3:14])([CH3:13])[CH3:15].